From a dataset of Catalyst prediction with 721,799 reactions and 888 catalyst types from USPTO. Predict which catalyst facilitates the given reaction. (1) Reactant: [C:1]([O:5][C:6]([NH:8][C@@H:9]([CH2:32][C:33]1[CH:38]=[CH:37][CH:36]=[CH:35][CH:34]=1)[C:10]([NH:12][C@@H:13]([CH2:17][C:18]1[CH:23]=[CH:22][C:21]([C:24]2[S:28](=[O:30])(=[O:29])[NH:27][C:26](=[O:31])[CH:25]=2)=[CH:20][CH:19]=1)[C:14](O)=[O:15])=[O:11])=[O:7])([CH3:4])([CH3:3])[CH3:2].F[P-](F)(F)(F)(F)F.C[N+](C)=C(N(C)C)ON1C2N=CC=CC=2N=N1.C(N(CC)C(C)C)(C)C.[C:72]1([NH2:79])[C:73]([NH2:78])=[CH:74][CH:75]=[CH:76][CH:77]=1. Product: [NH2:78][C:73]1[CH:74]=[CH:75][CH:76]=[CH:77][C:72]=1[NH:79][C:14](=[O:15])[CH:13]([NH:12][C:10](=[O:11])[C@@H:9]([NH:8][C:6](=[O:7])[O:5][C:1]([CH3:2])([CH3:4])[CH3:3])[CH2:32][C:33]1[CH:34]=[CH:35][CH:36]=[CH:37][CH:38]=1)[CH2:17][C:18]1[CH:23]=[CH:22][C:21]([C:24]2[S:28](=[O:29])(=[O:30])[NH:27][C:26](=[O:31])[CH:25]=2)=[CH:20][CH:19]=1. The catalyst class is: 9. (2) Reactant: C(=O)([O-])[O-].[K+].[K+].Br[CH2:8][CH2:9][CH2:10][CH2:11][CH2:12][CH2:13][CH2:14][CH2:15][CH2:16][CH2:17][CH2:18][CH2:19][CH2:20][CH2:21][CH2:22][CH2:23][CH2:24][CH3:25].[CH3:26][N:27]([CH3:43])[CH2:28][CH2:29][CH2:30][NH:31][C:32](=[O:42])[CH2:33][CH2:34][C:35]1[CH:40]=[CH:39][CH:38]=[CH:37][C:36]=1[OH:41]. Product: [CH3:43][N:27]([CH3:26])[CH2:28][CH2:29][CH2:30][NH:31][C:32](=[O:42])[CH2:33][CH2:34][C:35]1[CH:40]=[CH:39][CH:38]=[CH:37][C:36]=1[O:41][CH2:8][CH2:9][CH2:10][CH2:11][CH2:12][CH2:13][CH2:14][CH2:15][CH2:16][CH2:17][CH2:18][CH2:19][CH2:20][CH2:21][CH2:22][CH2:23][CH2:24][CH3:25]. The catalyst class is: 21. (3) Reactant: FC(F)(F)[C:3]([C:5]1[C:13]2[C:8](=[C:9]([CH3:15])[CH:10]=[CH:11][C:12]=2[F:14])[NH:7][CH:6]=1)=[O:4].[OH2:18]. Product: [F:14][C:12]1[CH:11]=[CH:10][C:9]([CH3:15])=[C:8]2[C:13]=1[C:5]([C:3]([OH:4])=[O:18])=[CH:6][NH:7]2. The catalyst class is: 273. (4) Reactant: [CH:1]([NH2:4])([CH3:3])[CH3:2].[C:5]([N:8]([CH2:24][C:25]1[CH:30]=[C:29]([C:31]([F:34])([F:33])[F:32])[CH:28]=[C:27]([C:35]([F:38])([F:37])[F:36])[CH:26]=1)[CH:9]1[CH2:15][CH2:14][CH2:13][N:12]([C:16](Cl)=[O:17])[C:11]2[CH:19]=[C:20]([Cl:23])[CH:21]=[CH:22][C:10]1=2)(=[O:7])[CH3:6]. Product: [CH:1]([NH:4][C:16]([N:12]1[CH2:13][CH2:14][CH2:15][CH:9]([N:8]([C:5](=[O:7])[CH3:6])[CH2:24][C:25]2[CH:30]=[C:29]([C:31]([F:33])([F:34])[F:32])[CH:28]=[C:27]([C:35]([F:36])([F:37])[F:38])[CH:26]=2)[C:10]2[CH:22]=[CH:21][C:20]([Cl:23])=[CH:19][C:11]1=2)=[O:17])([CH3:3])[CH3:2]. The catalyst class is: 4.